This data is from Full USPTO retrosynthesis dataset with 1.9M reactions from patents (1976-2016). The task is: Predict the reactants needed to synthesize the given product. (1) Given the product [O:25]=[C:26]1[CH2:27][CH2:28][C:29](=[O:30])[N:1]1[CH:2]1[CH2:6][N:5]([C:7]2[CH:8]=[N:9][N:10]3[CH2:15][C@H:14]([CH3:16])[N:13]([C:17]([O:19][C:20]([CH3:23])([CH3:22])[CH3:21])=[O:18])[CH2:12][C:11]=23)[C:4](=[O:24])[CH2:3]1, predict the reactants needed to synthesize it. The reactants are: [NH2:1][CH:2]1[CH2:6][N:5]([C:7]2[CH:8]=[N:9][N:10]3[CH2:15][C@H:14]([CH3:16])[N:13]([C:17]([O:19][C:20]([CH3:23])([CH3:22])[CH3:21])=[O:18])[CH2:12][C:11]=23)[C:4](=[O:24])[CH2:3]1.[O:25]1[C:29](=[O:30])[CH2:28][CH2:27][C:26]1=O. (2) Given the product [Cl:12][C:7]1[C:6]([C:13]2[CH:18]=[CH:17][CH:16]=[CH:15][CH:14]=2)=[C:5]([Cl:19])[C:4]2[C:9](=[CH:10][CH:11]=[C:2]([CH:26]([C:24]3[O:23][N:22]=[C:21]([CH3:20])[CH:25]=3)[OH:27])[CH:3]=2)[N:8]=1, predict the reactants needed to synthesize it. The reactants are: Br[C:2]1[CH:3]=[C:4]2[C:9](=[CH:10][CH:11]=1)[N:8]=[C:7]([Cl:12])[C:6]([C:13]1[CH:18]=[CH:17][CH:16]=[CH:15][CH:14]=1)=[C:5]2[Cl:19].[CH3:20][C:21]1[CH:25]=[C:24]([CH:26]=[O:27])[O:23][N:22]=1.[Li]CCCC. (3) The reactants are: C(OC(N1CCC2N(C)C3C(C(F)(F)F)=CC(NC4C=CC=CN=4)=CC=3C2C1)=O)(C)(C)C.C(OC([N:40]1[CH2:56][CH2:55][C@@H:43]2[N:44]([CH3:54])[C:45]3[C:46]([C:52]#[N:53])=[CH:47][C:48](Br)=[CH:49][C:50]=3[C@@H:42]2[CH2:41]1)=O)(C)(C)C.[F:57][C:58]([F:67])([F:66])[C:59]1[N:64]=[CH:63][C:62]([NH2:65])=[CH:61][CH:60]=1.CC([O-])(C)C.[Na+]. Given the product [CH3:54][N:44]1[C:45]2[C:50](=[CH:49][C:48]([NH:65][C:62]3[CH:63]=[N:64][C:59]([C:58]([F:67])([F:57])[F:66])=[CH:60][CH:61]=3)=[CH:47][C:46]=2[C:52]#[N:53])[C@@H:42]2[CH2:41][NH:40][CH2:56][CH2:55][C@H:43]12, predict the reactants needed to synthesize it. (4) Given the product [CH:41]1([NH:42][C:16]([CH:14]2[CH2:15][N:10]3[N:9]=[C:8]([C:5]4[CH:6]=[CH:7][C:2]([F:1])=[CH:3][CH:4]=4)[C:19]([C:20]4[CH:25]=[CH:24][C:23](=[O:26])[N:22]([C:27]5[CH:32]=[CH:31][CH:30]=[CH:29][C:28]=5[CH3:33])[N:21]=4)=[C:11]3[NH:12][CH2:13]2)=[O:18])[CH2:39][CH2:40]1, predict the reactants needed to synthesize it. The reactants are: [F:1][C:2]1[CH:7]=[CH:6][C:5]([C:8]2[C:19]([C:20]3[CH:25]=[CH:24][C:23](=[O:26])[N:22]([C:27]4[CH:32]=[CH:31][CH:30]=[CH:29][C:28]=4[CH3:33])[N:21]=3)=[C:11]3[NH:12][CH2:13][CH:14]([C:16]([OH:18])=O)[CH2:15][N:10]3[N:9]=2)=[CH:4][CH:3]=1.CCN=C=N[CH2:39][CH2:40][CH2:41][N:42](C)C.Cl.C1(N)CC1. (5) Given the product [Cl:40][C:21]1[C:22](=[O:39])[N:23]([CH2:24][CH2:25][C:26]2[CH:38]=[CH:37][C:29]([C:30]([O:32][C:33]([CH3:34])([CH3:36])[CH3:35])=[O:31])=[CH:28][CH:27]=2)[C:18]([CH2:17][N:1]2[C:9]3[C:4](=[CH:5][CH:6]=[CH:7][CH:8]=3)[CH2:3][CH2:2]2)=[C:19]([Cl:41])[CH:20]=1, predict the reactants needed to synthesize it. The reactants are: [NH:1]1[C:9]2[C:4](=[CH:5][CH:6]=[CH:7][CH:8]=2)[CH2:3][CH2:2]1.CC(C)([O-])C.[K+].Br[CH2:17][C:18]1[N:23]([CH2:24][CH2:25][C:26]2[CH:38]=[CH:37][C:29]([C:30]([O:32][C:33]([CH3:36])([CH3:35])[CH3:34])=[O:31])=[CH:28][CH:27]=2)[C:22](=[O:39])[C:21]([Cl:40])=[CH:20][C:19]=1[Cl:41].C(OCC)(=O)C.